Dataset: Full USPTO retrosynthesis dataset with 1.9M reactions from patents (1976-2016). Task: Predict the reactants needed to synthesize the given product. (1) Given the product [CH2:1]([N:8]1[CH2:17][CH2:16][C:15]2[N:14]=[C:13]([N:18]([CH2:19][CH:20]([CH3:22])[CH3:21])[CH3:25])[CH:12]=[CH:11][C:10]=2[CH2:9]1)[C:2]1[CH:3]=[CH:4][CH:5]=[CH:6][CH:7]=1, predict the reactants needed to synthesize it. The reactants are: [CH2:1]([N:8]1[CH2:17][CH2:16][C:15]2[N:14]=[C:13]([NH:18][CH2:19][CH:20]([CH3:22])[CH3:21])[CH:12]=[CH:11][C:10]=2[CH2:9]1)[C:2]1[CH:7]=[CH:6][CH:5]=[CH:4][CH:3]=1.C=O.[C:25](O[BH-](OC(=O)C)OC(=O)C)(=O)C.[Na+].[OH-].[Na+]. (2) Given the product [CH3:34][C:24]1[CH:23]([Si:20]([CH:17]2[C:16]3[CH:15]=[CH:14][CH:13]=[CH:12][C:11]=3[C:10]3[C:18]2=[CH:6][CH:7]=[CH:8][CH:9]=3)([CH3:22])[CH3:21])[C:31]2[C:26]([CH:25]=1)=[C:27]([CH3:33])[CH:28]=[C:29]([CH3:32])[CH:30]=2, predict the reactants needed to synthesize it. The reactants are: [Li]CCCC.[CH:6]1[C:18]2[CH2:17][C:16]3[C:11](=[CH:12][CH:13]=[CH:14][CH:15]=3)[C:10]=2[CH:9]=[CH:8][CH:7]=1.Cl[Si:20]([CH:23]1[C:31]2[C:26](=[C:27]([CH3:33])[CH:28]=[C:29]([CH3:32])[CH:30]=2)[CH:25]=[C:24]1[CH3:34])([CH3:22])[CH3:21].[Li]. (3) Given the product [CH3:1][C:2]1[CH:10]=[CH:9][C:8]([CH:11]2[CH2:16][CH2:15][CH2:14][N:13]([C:17]([C:19]3[S:23][C:22]([C:24]4[CH:25]=[CH:26][C:27]([C:30]([F:33])([F:31])[F:32])=[CH:28][CH:29]=4)=[N:21][C:20]=3[CH3:34])=[O:18])[CH2:12]2)=[CH:7][C:3]=1[C:4]#[N:6], predict the reactants needed to synthesize it. The reactants are: [CH3:1][C:2]1[CH:10]=[CH:9][C:8]([C@H:11]2[CH2:16][CH2:15][CH2:14][N:13]([C:17]([C:19]3[S:23][C:22]([C:24]4[CH:29]=[CH:28][C:27]([C:30]([F:33])([F:32])[F:31])=[CH:26][CH:25]=4)=[N:21][C:20]=3[CH3:34])=[O:18])[CH2:12]2)=[CH:7][C:3]=1[C:4]([NH2:6])=O.FC(F)(F)C(OC(=O)C(F)(F)F)=O. (4) Given the product [ClH:33].[CH2:9]([O:8][C:6](=[O:7])[C:5]([C@@H:15]1[C:23]2[C:18](=[CH:19][CH:20]=[CH:21][CH:22]=2)[CH2:17][C@H:16]1[NH2:24])([CH2:11][CH2:12][O:13][CH3:14])[C:4]([O:3][CH2:1][CH3:2])=[O:32])[CH3:10], predict the reactants needed to synthesize it. The reactants are: [CH2:1]([O:3][C:4](=[O:32])[C:5]([C@@H:15]1[C:23]2[C:18](=[CH:19][CH:20]=[CH:21][CH:22]=2)[CH2:17][C@H:16]1[NH:24]C(OC(C)(C)C)=O)([CH2:11][CH2:12][O:13][CH3:14])[C:6]([O:8][CH2:9][CH3:10])=[O:7])[CH3:2].[ClH:33]. (5) The reactants are: [C:1]([O:5][C:6]([N:8]1[CH2:12][CH2:11][CH:10]([O:13][C:14]2[CH:35]=[CH:34][C:17]([O:18][CH2:19][C:20]3[N:24]([CH2:25][CH2:26][OH:27])[C:23]4[CH:28]=[CH:29][C:30]([C:32]#[N:33])=[CH:31][C:22]=4[N:21]=3)=[CH:16][CH:15]=2)[CH2:9]1)=[O:7])([CH3:4])([CH3:3])[CH3:2].[H-].[Na+].CI.[C:40](O)(=O)CC(CC(O)=O)(C(O)=O)O. Given the product [C:1]([O:5][C:6]([N:8]1[CH2:12][CH2:11][CH:10]([O:13][C:14]2[CH:35]=[CH:34][C:17]([O:18][CH2:19][C:20]3[N:24]([CH2:25][CH2:26][O:27][CH3:40])[C:23]4[CH:28]=[CH:29][C:30]([C:32]#[N:33])=[CH:31][C:22]=4[N:21]=3)=[CH:16][CH:15]=2)[CH2:9]1)=[O:7])([CH3:4])([CH3:2])[CH3:3], predict the reactants needed to synthesize it.